From a dataset of Reaction yield outcomes from USPTO patents with 853,638 reactions. Predict the reaction yield, written as a fraction of the theoretical maximum amount of product (1.0 means a 100% yield; for example, 0.34 means a 34% yield). (1) The reactants are [Cl:1][C:2]1[CH:7]=[C:6]2[NH:8][C:9](=[O:33])[C:10]3([CH:15]([C:16]4[CH:21]=[CH:20][CH:19]=[C:18]([Cl:22])[CH:17]=4)[CH2:14][C:13](=O)[NH:12][CH:11]3[C:24]3[C:29]([CH3:30])=[CH:28][CH:27]=[C:26]([F:31])[C:25]=3[F:32])[C:5]2=[CH:4][CH:3]=1.COC1C=CC(P2(=S)SP(=S)(C3C=CC(OC)=CC=3)[S:43]2)=CC=1. The catalyst is C1(C)C=CC=CC=1. The product is [Cl:1][C:2]1[CH:7]=[C:6]2[NH:8][C:9](=[O:33])[C:10]3([CH:15]([C:16]4[CH:21]=[CH:20][CH:19]=[C:18]([Cl:22])[CH:17]=4)[CH2:14][C:13](=[S:43])[NH:12][CH:11]3[C:24]3[C:29]([CH3:30])=[CH:28][CH:27]=[C:26]([F:31])[C:25]=3[F:32])[C:5]2=[CH:4][CH:3]=1. The yield is 0.698. (2) The reactants are CC1(C)[O:6][C@@H:5]([CH2:7][O:8][NH:9][C:10]([C:12]2[O:20][C:19]3[CH:18]=[CH:17][N:16]=[CH:15][C:14]=3[C:13]=2[NH:21][C:22]2[CH:27]=[C:26]([F:28])[C:25]([I:29])=[CH:24][C:23]=2[F:30])=[O:11])[CH2:4][O:3]1. The catalyst is CO. The product is [OH:6][C@H:5]([CH2:4][OH:3])[CH2:7][O:8][NH:9][C:10]([C:12]1[O:20][C:19]2[CH:18]=[CH:17][N:16]=[CH:15][C:14]=2[C:13]=1[NH:21][C:22]1[CH:27]=[C:26]([F:28])[C:25]([I:29])=[CH:24][C:23]=1[F:30])=[O:11]. The yield is 0.560. (3) The reactants are [Cl:1][C:2]1[N:7]=[CH:6][C:5]([CH2:8][N:9]2[C:13](=[O:14])[CH2:12][CH:11]([OH:15])[C:10]2=[O:16])=[CH:4][CH:3]=1.N1C=CC=CC=1.[Br:23][CH2:24][C:25](Br)=[O:26]. The catalyst is ClCCl. The product is [Br:23][CH2:24][C:25]([O:15][CH:11]1[CH2:12][C:13](=[O:14])[N:9]([CH2:8][C:5]2[CH:6]=[N:7][C:2]([Cl:1])=[CH:3][CH:4]=2)[C:10]1=[O:16])=[O:26]. The yield is 0.550.